Dataset: Reaction yield outcomes from USPTO patents with 853,638 reactions. Task: Predict the reaction yield, written as a fraction of the theoretical maximum amount of product (1.0 means a 100% yield; for example, 0.34 means a 34% yield). (1) The reactants are [O:1]([C:3]1[CH:4]=[C:5]([NH:9][C:10]2[N:15]=[C:14]([NH:16][C:17]3[CH:18]=[C:19]4[C:23](=[CH:24][CH:25]=3)[NH:22][C:21]([CH3:26])=[CH:20]4)[CH:13]=[CH:12][N:11]=2)[CH:6]=[CH:7][CH:8]=1)C.B(Br)(Br)Br. The catalyst is C(Cl)Cl. The product is [CH3:26][C:21]1[NH:22][C:23]2[C:19]([CH:20]=1)=[CH:18][C:17]([NH:16][C:14]1[CH:13]=[CH:12][N:11]=[C:10]([NH:9][C:5]3[CH:4]=[C:3]([OH:1])[CH:8]=[CH:7][CH:6]=3)[N:15]=1)=[CH:25][CH:24]=2. The yield is 0.830. (2) The reactants are C1(C)C=CC(S([CH2:10][N+:11]#[C-:12])(=O)=O)=CC=1.[C:14]([O:20][CH3:21])(=[O:19])[CH:15]=[CH:16][CH2:17][CH3:18].CC(C)([O-])C.[K+]. No catalyst specified. The product is [CH2:17]([C:16]1[C:15]([C:14]([O:20][CH3:21])=[O:19])=[CH:10][NH:11][CH:12]=1)[CH3:18]. The yield is 0.640. (3) The reactants are C(OC(=O)[NH:7][CH:8]1[CH2:13][CH2:12][CH:11]([NH:14][C:15]2[C:24]3[C:19](=[CH:20][CH:21]=[C:22]([C:25]4[CH:30]=[C:29]([Cl:31])[C:28]([OH:32])=[C:27]([Cl:33])[CH:26]=4)[N:23]=3)[N:18]=[CH:17][C:16]=2[C:34](=[O:36])[CH3:35])[CH2:10][CH2:9]1)(C)(C)C.C(O)(C(F)(F)F)=O.C1(N)C(F)=C(F)C(F)=C(N)C=1F.[ClH:57].Cl. No catalyst specified. The product is [ClH:31].[ClH:57].[NH2:7][C@H:8]1[CH2:13][CH2:12][C@H:11]([NH:14][C:15]2[C:24]3[C:19](=[CH:20][CH:21]=[C:22]([C:25]4[CH:26]=[C:27]([Cl:33])[C:28]([OH:32])=[C:29]([Cl:31])[CH:30]=4)[N:23]=3)[N:18]=[CH:17][C:16]=2[C:34](=[O:36])[CH3:35])[CH2:10][CH2:9]1. The yield is 0.270.